This data is from Reaction yield outcomes from USPTO patents with 853,638 reactions. The task is: Predict the reaction yield, written as a fraction of the theoretical maximum amount of product (1.0 means a 100% yield; for example, 0.34 means a 34% yield). (1) The reactants are [F:1][C:2]1[CH:3]=[N:4][C:5]2[CH:6]=[C:7]([F:16])[C:8](=[O:15])[N:9]3CC(=C)C=1[C:10]=23.S([O-])([O-])=O.[Na+].[Na+].[C:23]([OH:27])([CH3:26])([CH3:25])[CH3:24].[OH2:28]. No catalyst specified. The product is [F:1][C:2]1[CH:3]=[N:4][C:5]2[CH:6]=[C:7]([F:16])[C:8](=[O:15])[N:9]3[CH2:25][C:23]([OH:27])([CH2:26][OH:28])[C:24]=1[C:10]=23. The yield is 0.820. (2) The reactants are [CH3:1][O:2][C:3](=[O:12])[C:4]1[CH:9]=[C:8]([Br:10])[CH:7]=[CH:6][C:5]=1[CH3:11].[Br:13]N1C(=O)CCC1=O.C(OOC(=O)C1C=CC=CC=1)(=O)C1C=CC=CC=1. The catalyst is C(Cl)(Cl)(Cl)Cl. The product is [CH3:1][O:2][C:3](=[O:12])[C:4]1[CH:9]=[C:8]([Br:10])[CH:7]=[CH:6][C:5]=1[CH2:11][Br:13]. The yield is 0.460. (3) The reactants are [OH:1][CH:2]([C:11]1[CH:16]=[CH:15][C:14]([C:17]2[N:21]=[C:20]([C:22]3[O:26][N:25]=[C:24]([C:27]4[CH:32]=[CH:31][CH:30]=[CH:29][CH:28]=4)[C:23]=3[C:33]([F:36])([F:35])[F:34])[O:19][N:18]=2)=[CH:13][CH:12]=1)[C:3]([NH:5][CH2:6][CH2:7][C:8](O)=[O:9])=[O:4].[NH2:37][CH2:38][C:39]([CH3:42])([OH:41])[CH3:40].CN1CCOCC1.CN(C(ON1N=NC2C=CC=NC1=2)=[N+](C)C)C.F[P-](F)(F)(F)(F)F. The catalyst is CN(C=O)C. The product is [OH:1][CH:2]([C:11]1[CH:16]=[CH:15][C:14]([C:17]2[N:21]=[C:20]([C:22]3[O:26][N:25]=[C:24]([C:27]4[CH:28]=[CH:29][CH:30]=[CH:31][CH:32]=4)[C:23]=3[C:33]([F:35])([F:36])[F:34])[O:19][N:18]=2)=[CH:13][CH:12]=1)[C:3]([NH:5][CH2:6][CH2:7][C:8]([NH:37][CH2:38][C:39]([OH:41])([CH3:42])[CH3:40])=[O:9])=[O:4]. The yield is 0.0683. (4) The reactants are C(OC(=O)[NH:7][C:8]1[CH:13]=[CH:12][C:11]([NH:14][C:15](=[O:22])[C:16]2[CH:21]=[CH:20][CH:19]=[CH:18][CH:17]=2)=[CH:10][CH:9]=1)(C)(C)C.C(O)(C(F)(F)F)=O.C(=O)([O-])[O-].[Na+].[Na+]. The catalyst is C(Cl)Cl.O. The product is [NH2:7][C:8]1[CH:13]=[CH:12][C:11]([NH:14][C:15](=[O:22])[C:16]2[CH:21]=[CH:20][CH:19]=[CH:18][CH:17]=2)=[CH:10][CH:9]=1. The yield is 0.950. (5) The reactants are CC1N=C(N2CCN(C3C=CC=CC=3)C2=O)SC=1C(OCC)=O.[CH3:24][C:25]1[N:26]=[C:27]([N:35]2[CH2:39][CH2:38][N:37]([CH2:40][CH2:41][C:42]3[CH:47]=[CH:46][CH:45]=[CH:44][CH:43]=3)[C:36]2=[O:48])[S:28][C:29]=1[C:30]([O:32]CC)=[O:31]. No catalyst specified. The product is [CH3:24][C:25]1[N:26]=[C:27]([N:35]2[CH2:39][CH2:38][N:37]([CH2:40][CH2:41][C:42]3[CH:47]=[CH:46][CH:45]=[CH:44][CH:43]=3)[C:36]2=[O:48])[S:28][C:29]=1[C:30]([OH:32])=[O:31]. The yield is 0.920. (6) The reactants are O1[C:5]2([CH2:10][CH2:9][CH:8]([N:11]3[C:16](=[O:17])[C:15]([CH2:18][C:19]4[CH:24]=[CH:23][C:22]([C:25]5[C:26]([C:31]#[N:32])=[CH:27][CH:28]=[CH:29][CH:30]=5)=[CH:21][CH:20]=4)=[C:14]([CH2:33][CH2:34][CH3:35])[N:13]4[N:36]=[CH:37][N:38]=[C:12]34)[CH2:7][CH2:6]2)[O:4]CC1.Cl.O1CCCC1. The catalyst is C(OCC)(=O)C. The product is [O:17]=[C:16]1[C:15]([CH2:18][C:19]2[CH:20]=[CH:21][C:22]([C:25]3[C:26]([C:31]#[N:32])=[CH:27][CH:28]=[CH:29][CH:30]=3)=[CH:23][CH:24]=2)=[C:14]([CH2:33][CH2:34][CH3:35])[N:13]2[N:36]=[CH:37][N:38]=[C:12]2[N:11]1[CH:8]1[CH2:7][CH2:6][C:5](=[O:4])[CH2:10][CH2:9]1. The yield is 0.770. (7) The reactants are [C:1]([C:3]1[CH:4]=[N:5][CH:6]=[C:7]([CH:20]=1)[C:8]([N:10]=[S@@:11]([CH3:19])(=[O:18])[C:12]1[CH:17]=[CH:16][CH:15]=[CH:14][CH:13]=1)=[O:9])#[CH:2].I[C:22]1[NH:26][CH:25]=[N:24][CH:23]=1. No catalyst specified. The product is [NH:24]1[C:23]([C:2]#[C:1][C:3]2[CH:4]=[N:5][CH:6]=[C:7]([CH:20]=2)[C:8]([N:10]=[S@@:11]([CH3:19])(=[O:18])[C:12]2[CH:13]=[CH:14][CH:15]=[CH:16][CH:17]=2)=[O:9])=[CH:22][N:26]=[CH:25]1. The yield is 0.460.